Task: Predict the reactants needed to synthesize the given product.. Dataset: Full USPTO retrosynthesis dataset with 1.9M reactions from patents (1976-2016) (1) Given the product [CH3:17][C:12]1([CH3:18])[C:13]([CH3:16])([CH3:15])[O:14][B:10]([C:2]2[S:6][C:5]([C:7]([NH2:9])=[O:8])=[CH:4][CH:3]=2)[O:11]1, predict the reactants needed to synthesize it. The reactants are: Br[C:2]1[S:6][C:5]([C:7]([NH2:9])=[O:8])=[CH:4][CH:3]=1.[B:10]1([B:10]2[O:14][C:13]([CH3:16])([CH3:15])[C:12]([CH3:18])([CH3:17])[O:11]2)[O:14][C:13]([CH3:16])([CH3:15])[C:12]([CH3:18])([CH3:17])[O:11]1.CC([O-])=O.[K+]. (2) Given the product [Br:1][C:2]1[C:10]2[C:5](=[N:6][CH:7]=[CH:8][C:9]=2[O:11][C:12]2[C:17]([F:18])=[CH:16][C:15]([NH2:19])=[CH:14][C:13]=2[F:26])[NH:4][CH:3]=1, predict the reactants needed to synthesize it. The reactants are: [Br:1][C:2]1[C:10]2[C:5](=[N:6][CH:7]=[CH:8][C:9]=2[O:11][C:12]2[C:17]([F:18])=[CH:16][C:15]([NH:19]C(=O)C(F)(F)F)=[CH:14][C:13]=2[F:26])[N:4](COCC[Si](C)(C)C)[CH:3]=1.Cl.[OH-].[Li+]. (3) Given the product [CH3:20][C:21]1[C:25]([CH2:26][CH2:27][NH:28][C:15]([C:14]2[C:8]3[N:7]=[C:6]([C:2]4[O:1][CH:5]=[CH:4][CH:3]=4)[NH:10][C:9]=3[C:11]([O:18][CH3:19])=[CH:12][CH:13]=2)=[O:17])=[C:24]([CH3:29])[O:23][N:22]=1, predict the reactants needed to synthesize it. The reactants are: [O:1]1[CH:5]=[CH:4][CH:3]=[C:2]1[C:6]1[NH:10][C:9]2[C:11]([O:18][CH3:19])=[CH:12][CH:13]=[C:14]([C:15]([OH:17])=O)[C:8]=2[N:7]=1.[CH3:20][C:21]1[C:25]([CH2:26][CH2:27][NH2:28])=[C:24]([CH3:29])[O:23][N:22]=1. (4) The reactants are: [CH:1]1([C:4]([NH:6][C:7]2[CH:12]=[C:11]([NH:13][C:14]3[C:19](=[O:20])[NH:18][C:17]([C:21]([NH2:23])=[O:22])=[C:16]([CH3:24])[N:15]=3)[CH:10]=[CH:9][N:8]=2)=[O:5])[CH2:3][CH2:2]1.[C:25]1(=O)[CH2:30][CH2:29][CH2:28][CH2:27][CH2:26]1. Given the product [CH3:24][C:16]1[N:15]=[C:14]([NH:13][C:11]2[CH:10]=[CH:9][N:8]=[C:7]([NH:6][C:4]([CH:1]3[CH2:2][CH2:3]3)=[O:5])[CH:12]=2)[C:19](=[O:20])[N:18]2[C:25]3([CH2:30][CH2:29][CH2:28][CH2:27][CH2:26]3)[NH:23][C:21](=[O:22])[C:17]=12, predict the reactants needed to synthesize it. (5) Given the product [CH3:31][C:30]1[O:29][C:28]([C:32]2[CH:33]=[CH:34][CH:35]=[CH:36][CH:37]=2)=[N:27][C:26]=1[CH2:25][O:24][C:23]1[CH:22]=[CH:21][C:20]([CH2:19][O:1][C:2]2[C:6]([CH2:7][C:8]([O:10][CH3:11])=[O:9])=[CH:5][N:4]([C:12]3[CH:17]=[CH:16][CH:15]=[CH:14][CH:13]=3)[N:3]=2)=[CH:39][CH:38]=1, predict the reactants needed to synthesize it. The reactants are: [OH:1][C:2]1[C:6]([CH2:7][C:8]([O:10][CH3:11])=[O:9])=[CH:5][N:4]([C:12]2[CH:17]=[CH:16][CH:15]=[CH:14][CH:13]=2)[N:3]=1.Cl[CH2:19][C:20]1[CH:39]=[CH:38][C:23]([O:24][CH2:25][C:26]2[N:27]=[C:28]([C:32]3[CH:37]=[CH:36][CH:35]=[CH:34][CH:33]=3)[O:29][C:30]=2[CH3:31])=[CH:22][CH:21]=1.C(=O)([O-])[O-].[K+].[K+].CN(C)C=O. (6) Given the product [C:1]([O:5][C:6]([NH:8][C@H:9]1[C:13]2([CH2:14][CH2:15]2)[CH2:12][N:11]([C:29]2[C:28]([F:34])=[CH:27][C:18]([C:19]([CH2:21][C:22]([O:24][CH2:25][CH3:26])=[O:23])=[O:20])=[C:17]([F:16])[C:30]=2[O:31][CH3:32])[CH2:10]1)=[O:7])([CH3:4])([CH3:2])[CH3:3], predict the reactants needed to synthesize it. The reactants are: [C:1]([O:5][C:6]([NH:8][C@H:9]1[C:13]2([CH2:15][CH2:14]2)[CH2:12][NH:11][CH2:10]1)=[O:7])([CH3:4])([CH3:3])[CH3:2].[F:16][C:17]1[C:30]([O:31][CH3:32])=[C:29](F)[C:28]([F:34])=[CH:27][C:18]=1[C:19]([CH2:21][C:22]([O:24][CH2:25][CH3:26])=[O:23])=[O:20].C(N(CC)CC)C.